Dataset: Peptide-MHC class II binding affinity with 134,281 pairs from IEDB. Task: Regression. Given a peptide amino acid sequence and an MHC pseudo amino acid sequence, predict their binding affinity value. This is MHC class II binding data. (1) The peptide sequence is SQDLELSWNLTGLQAY. The MHC is DRB1_1302 with pseudo-sequence DRB1_1302. The binding affinity (normalized) is 0.630. (2) The peptide sequence is FHVRGARRSGDVLWD. The MHC is DRB1_0301 with pseudo-sequence DRB1_0301. The binding affinity (normalized) is 0.484. (3) The peptide sequence is YTTEGGTKTEAEDVI. The MHC is DRB1_1101 with pseudo-sequence DRB1_1101. The binding affinity (normalized) is 0.0602. (4) The peptide sequence is HYPLHLRYYRITYGE. The MHC is DRB1_0405 with pseudo-sequence DRB1_0405. The binding affinity (normalized) is 0.616. (5) The peptide sequence is RSTTDSGKVIPEWCC. The MHC is HLA-DQA10501-DQB10402 with pseudo-sequence HLA-DQA10501-DQB10402. The binding affinity (normalized) is 0.